Dataset: Forward reaction prediction with 1.9M reactions from USPTO patents (1976-2016). Task: Predict the product of the given reaction. Given the reactants Br[C:2]1[CH:3]=[C:4]([CH2:12][OH:13])[CH:5]=[C:6]([C:8]([F:11])([F:10])[F:9])[CH:7]=1.[CH3:14][N:15](C)C=O, predict the reaction product. The product is: [OH:13][CH2:12][C:4]1[CH:3]=[C:2]([CH:7]=[C:6]([C:8]([F:11])([F:10])[F:9])[CH:5]=1)[C:14]#[N:15].